This data is from CYP3A4 inhibition data for predicting drug metabolism from PubChem BioAssay. The task is: Regression/Classification. Given a drug SMILES string, predict its absorption, distribution, metabolism, or excretion properties. Task type varies by dataset: regression for continuous measurements (e.g., permeability, clearance, half-life) or binary classification for categorical outcomes (e.g., BBB penetration, CYP inhibition). Dataset: cyp3a4_veith. (1) The compound is CCc1ccc(NC(=S)N2CCN(c3cccc(C(F)(F)F)c3)CC2)cc1. The result is 0 (non-inhibitor). (2) The compound is COC(=O)CN1C(=S)N(c2ccc(Cl)cc2)C(=O)C1CC(=O)Nc1ccc(Cl)cc1. The result is 0 (non-inhibitor). (3) The compound is O=C(CSc1nnc(-c2ccccc2)n1-c1ccccc1)c1cccs1. The result is 1 (inhibitor). (4) The drug is COc1ccc(Nc2nc(N)nc(CN(C)C3CCCCC3)n2)cc1. The result is 0 (non-inhibitor). (5) The drug is CC(C)CN1CCCC2(CCN(C(=O)c3ccncc3)CC2)C1. The result is 1 (inhibitor). (6) The compound is O=C(NN=c1c(=O)c2ccccc2c1=O)c1ccccc1. The result is 0 (non-inhibitor). (7) The compound is CCC(C)NC(=O)CCC(=O)Nc1ccc2nc(N3CCOCC3)cc(C)c2c1. The result is 0 (non-inhibitor).